From a dataset of Acute oral toxicity (LD50) regression data from Zhu et al.. Regression/Classification. Given a drug SMILES string, predict its toxicity properties. Task type varies by dataset: regression for continuous values (e.g., LD50, hERG inhibition percentage) or binary classification for toxic/non-toxic outcomes (e.g., AMES mutagenicity, cardiotoxicity, hepatotoxicity). Dataset: ld50_zhu. (1) The molecule is CNC(=O)OC(C)(C)C1CC=C(C)CC1. The rat oral LD50 is 2.63, given as -log10 of the dose in mol/kg body weight (higher means more acutely toxic). (2) The compound is CN1C(C(=O)Nc2nccs2)=C(O)c2ccccc2S1(=O)=O. The rat oral LD50 is 3.40, given as -log10 of the dose in mol/kg body weight (higher means more acutely toxic).